Dataset: Full USPTO retrosynthesis dataset with 1.9M reactions from patents (1976-2016). Task: Predict the reactants needed to synthesize the given product. The reactants are: [C:1]([O:5][C:6]([N:8]1[CH2:27][CH2:26][C:12]2=[C:13]([N:20]3[CH2:23][CH2:22][C@H:21]3[CH2:24][OH:25])[N:14]3[C:18]([N:19]=[C:11]2[CH2:10][CH2:9]1)=[CH:17][CH:16]=[N:15]3)=[O:7])([CH3:4])([CH3:3])[CH3:2].[H-].[Na+].CI.[CH3:32]COC(C)=O. Given the product [C:1]([O:5][C:6]([N:8]1[CH2:27][CH2:26][C:12]2=[C:13]([N:20]3[CH2:23][CH2:22][C@H:21]3[CH2:24][O:25][CH3:32])[N:14]3[C:18]([N:19]=[C:11]2[CH2:10][CH2:9]1)=[CH:17][CH:16]=[N:15]3)=[O:7])([CH3:4])([CH3:2])[CH3:3], predict the reactants needed to synthesize it.